Dataset: Catalyst prediction with 721,799 reactions and 888 catalyst types from USPTO. Task: Predict which catalyst facilitates the given reaction. (1) Reactant: [C:1]([O:5][C:6]([N:8]1[CH:13]=[CH:12][C:11]([Cl:14])=[CH:10][CH:9]1[CH2:15][CH2:16][CH2:17][CH2:18][CH3:19])=[O:7])([CH3:4])([CH3:3])[CH3:2].[CH2:20]([Li])CCC.IC.O. Product: [C:1]([O:5][C:6]([N:8]1[C:13]([CH3:20])=[CH:12][C:11]([Cl:14])=[CH:10][CH:9]1[CH2:15][CH2:16][CH2:17][CH2:18][CH3:19])=[O:7])([CH3:4])([CH3:3])[CH3:2]. The catalyst class is: 116. (2) Reactant: [Cl:1][C:2]1[CH:3]=[C:4]([C@@H:8]2[CH2:12][O:11][C:10](=[O:13])[N:9]2[CH:14]2[CH2:19][CH2:18][N:17]([CH2:20][C:21]3[C:22]([CH3:36])=[N:23][C:24]([S:27][C:28]4[CH:33]=[CH:32][C:31]([O:34]C)=[CH:30][CH:29]=4)=[CH:25][CH:26]=3)[CH2:16][CH2:15]2)[CH:5]=[CH:6][CH:7]=1.B(Br)(Br)Br.CO. Product: [Cl:1][C:2]1[CH:3]=[C:4]([C@@H:8]2[CH2:12][O:11][C:10](=[O:13])[N:9]2[CH:14]2[CH2:19][CH2:18][N:17]([CH2:20][C:21]3[C:22]([CH3:36])=[N:23][C:24]([S:27][C:28]4[CH:29]=[CH:30][C:31]([OH:34])=[CH:32][CH:33]=4)=[CH:25][CH:26]=3)[CH2:16][CH2:15]2)[CH:5]=[CH:6][CH:7]=1. The catalyst class is: 2. (3) Reactant: [F:1][CH:2]([F:13])[O:3][C:4]1[CH:12]=[CH:11][C:7]([C:8](O)=[O:9])=[CH:6][CH:5]=1.S(Cl)([Cl:16])=O. Product: [F:1][CH:2]([F:13])[O:3][C:4]1[CH:12]=[CH:11][C:7]([C:8]([Cl:16])=[O:9])=[CH:6][CH:5]=1. The catalyst class is: 11. (4) Reactant: [CH:1]1[C:6]([C:7]2[C:16](=[O:17])[C:15]3[CH:14]=[CH:13][C:12]([O:18][C@@H]4O[C@H](CO)[C@@H](O)[C@H](O)[C@H]4O)=[CH:11][C:10]=3[O:9][CH:8]=2)=[CH:5][CH:4]=[C:3]([OH:30])[CH:2]=1.C([OH:33])C. Product: [OH:33][C:2]1[CH:1]=[C:6]([CH:5]=[CH:4][C:3]=1[OH:30])[C:7]1[C:16](=[O:17])[C:15]2[C:10](=[CH:11][C:12]([OH:18])=[CH:13][CH:14]=2)[O:9][CH:8]=1. The catalyst class is: 6. (5) Reactant: [O:1]=[C:2]([CH2:4][N:5]([C:7](=[NH:9])[NH2:8])[CH3:6])[OH:3].[OH-].[K+:11]. Product: [CH3:6][N:5]([CH2:4][C:2]([O-:3])=[O:1])[C:7]([NH2:9])=[NH:8].[K+:11]. The catalyst class is: 6. (6) The catalyst class is: 3. Product: [CH3:1][O:2][C:3]([C:4]1[CH:9]=[CH:8][C:7]2[N:10]([CH2:11][CH:12]([CH3:13])[CH3:14])[C:32]([NH:17][C:18]3[S:19][C:20]4[CH:26]=[C:25]([O:27][C:28]([F:31])([F:29])[F:30])[CH:24]=[CH:23][C:21]=4[N:22]=3)=[N:15][C:6]=2[CH:5]=1)=[O:16]. Reactant: [CH3:1][O:2][C:3](=[O:16])[C:4]1[CH:9]=[CH:8][C:7]([NH:10][CH2:11][CH:12]([CH3:14])[CH3:13])=[C:6]([NH2:15])[CH:5]=1.[NH2:17][C:18]1[S:19][C:20]2[CH:26]=[C:25]([O:27][C:28]([F:31])([F:30])[F:29])[CH:24]=[CH:23][C:21]=2[N:22]=1.[C:32](N1C=CN=C1)(N1C=CN=C1)=S.C(Cl)CCl. (7) Reactant: O=S(Cl)[Cl:3].[Br:5][C:6]1[CH:21]=[CH:20][CH:19]=[CH:18][C:7]=1[CH2:8][N:9]1[C:13]([CH2:14][CH2:15][CH2:16]O)=[CH:12][N:11]=[CH:10]1. Product: [Br:5][C:6]1[CH:21]=[CH:20][CH:19]=[CH:18][C:7]=1[CH2:8][N:9]1[C:13]([CH2:14][CH2:15][CH2:16][Cl:3])=[CH:12][N:11]=[CH:10]1. The catalyst class is: 2.